From a dataset of Peptide-MHC class I binding affinity with 185,985 pairs from IEDB/IMGT. Regression. Given a peptide amino acid sequence and an MHC pseudo amino acid sequence, predict their binding affinity value. This is MHC class I binding data. (1) The peptide sequence is YSKKFQESFY. The MHC is HLA-A68:01 with pseudo-sequence HLA-A68:01. The binding affinity (normalized) is 0.308. (2) The peptide sequence is MTLMKGASR. The MHC is HLA-A31:01 with pseudo-sequence HLA-A31:01. The binding affinity (normalized) is 0.684.